This data is from Forward reaction prediction with 1.9M reactions from USPTO patents (1976-2016). The task is: Predict the product of the given reaction. (1) Given the reactants Cl.C(O[C:7]([N:9](C)[C:10]1[N:15]=[C:14]([CH2:16][O:17][C:18]2[CH:40]=[CH:39][C:21]([CH2:22][C@@H:23]([C:35]([O:37]C)=[O:36])[NH:24][C:25](=[O:34])[C:26]3[C:31]([Cl:32])=[CH:30][CH:29]=[CH:28][C:27]=3[Cl:33])=[CH:20][CH:19]=2)[CH:13]=[CH:12][CH:11]=1)=O)(C)(C)C, predict the reaction product. The product is: [Cl:33][C:27]1[CH:28]=[CH:29][CH:30]=[C:31]([Cl:32])[C:26]=1[C:25]([NH:24][C@H:23]([C:35]([OH:37])=[O:36])[CH2:22][C:21]1[CH:39]=[CH:40][C:18]([O:17][CH2:16][C:14]2[CH:13]=[CH:12][CH:11]=[C:10]([NH:9][CH3:7])[N:15]=2)=[CH:19][CH:20]=1)=[O:34]. (2) Given the reactants C([O:3][C:4]([C:6]1[CH:7]=[C:8]([NH:12][C:13]([C:15]2[C:24]3[O:23][CH2:22][CH2:21][O:20][C:19]=3[C:18]([O:25][CH3:26])=[CH:17][CH:16]=2)=[O:14])[CH:9]=[CH:10][CH:11]=1)=[O:5])C.[OH-].[Na+].O.O.Cl, predict the reaction product. The product is: [C:4]([C:6]1[CH:7]=[C:8]([NH:12][C:13]([C:15]2[C:24]3[O:23][CH2:22][CH2:21][O:20][C:19]=3[C:18]([O:25][CH3:26])=[CH:17][CH:16]=2)=[O:14])[CH:9]=[CH:10][CH:11]=1)([OH:5])=[O:3].